This data is from TCR-epitope binding with 47,182 pairs between 192 epitopes and 23,139 TCRs. The task is: Binary Classification. Given a T-cell receptor sequence (or CDR3 region) and an epitope sequence, predict whether binding occurs between them. (1) The epitope is KAYNVTQAF. The TCR CDR3 sequence is CASSAGNEQFF. Result: 1 (the TCR binds to the epitope). (2) The epitope is FVDGVPFVV. The TCR CDR3 sequence is CASSFGRLTHTDTQYF. Result: 1 (the TCR binds to the epitope).